This data is from Reaction yield outcomes from USPTO patents with 853,638 reactions. The task is: Predict the reaction yield, written as a fraction of the theoretical maximum amount of product (1.0 means a 100% yield; for example, 0.34 means a 34% yield). (1) The reactants are Cl[C:2]1[CH:7]=[C:6]([C:8]([F:11])([F:10])[F:9])[CH:5]=[C:4]([Cl:12])[N:3]=1.O1CCC[CH2:14]1.C[Mg]Br.O. The catalyst is CCCCCC.[Fe](Cl)(Cl)Cl. The product is [Cl:12][C:4]1[CH:5]=[C:6]([C:8]([F:11])([F:10])[F:9])[CH:7]=[C:2]([CH3:14])[N:3]=1. The yield is 0.530. (2) The reactants are [N+:1]([CH2:4][C:5]1([CH2:11][CH2:12][NH2:13])[CH2:10][CH2:9][CH2:8][CH2:7][CH2:6]1)([O-:3])=[O:2].[C:14](Cl)(=[O:16])[CH3:15].C(N(CC)CC)C. The catalyst is O1CCCC1. The product is [N+:1]([CH2:4][C:5]1([CH2:11][CH2:12][NH:13][C:14](=[O:16])[CH3:15])[CH2:10][CH2:9][CH2:8][CH2:7][CH2:6]1)([O-:3])=[O:2]. The yield is 0.690. (3) The reactants are [C:1]([C:3]1[N:4]=[N:5][C:6]2[C:11]([C:12]=1[NH:13][C:14]1[CH:19]=[CH:18][C:17]([CH3:20])=[CH:16][C:15]=1[F:21])=[CH:10][C:9]([C:22]1[CH2:27][CH2:26][N:25](C(OC(C)(C)C)=O)[CH2:24][CH:23]=1)=[C:8]([O:35][CH3:36])[CH:7]=2)#[N:2].FC(F)(F)C(O)=O. The catalyst is C(Cl)Cl. The product is [F:21][C:15]1[CH:16]=[C:17]([CH3:20])[CH:18]=[CH:19][C:14]=1[NH:13][C:12]1[C:11]2[C:6](=[CH:7][C:8]([O:35][CH3:36])=[C:9]([C:22]3[CH2:27][CH2:26][NH:25][CH2:24][CH:23]=3)[CH:10]=2)[N:5]=[N:4][C:3]=1[C:1]#[N:2]. The yield is 0.630.